From a dataset of Peptide-MHC class I binding affinity with 185,985 pairs from IEDB/IMGT. Regression. Given a peptide amino acid sequence and an MHC pseudo amino acid sequence, predict their binding affinity value. This is MHC class I binding data. (1) The peptide sequence is YYLEKANKI. The MHC is HLA-B46:01 with pseudo-sequence HLA-B46:01. The binding affinity (normalized) is 0.0847. (2) The peptide sequence is KYIMTCMSADL. The MHC is Patr-A0901 with pseudo-sequence Patr-A0901. The binding affinity (normalized) is 0.979.